This data is from Peptide-MHC class I binding affinity with 185,985 pairs from IEDB/IMGT. The task is: Regression. Given a peptide amino acid sequence and an MHC pseudo amino acid sequence, predict their binding affinity value. This is MHC class I binding data. (1) The peptide sequence is NLTEEMAAL. The MHC is BoLA-T2C with pseudo-sequence BoLA-T2C. The binding affinity (normalized) is 1.00. (2) The peptide sequence is YHFDPVHHL. The MHC is HLA-A30:01 with pseudo-sequence HLA-A30:01. The binding affinity (normalized) is 0.0847. (3) The peptide sequence is REQASYLYV. The MHC is HLA-A02:06 with pseudo-sequence HLA-A02:06. The binding affinity (normalized) is 0.277. (4) The peptide sequence is RTPVDRSKID. The MHC is H-2-Db with pseudo-sequence H-2-Db. The binding affinity (normalized) is 0. (5) The peptide sequence is LMSDNPKAST. The MHC is HLA-A02:06 with pseudo-sequence HLA-A02:06. The binding affinity (normalized) is 0.00487. (6) The peptide sequence is SRKASNTIL. The MHC is HLA-B18:01 with pseudo-sequence HLA-B18:01. The binding affinity (normalized) is 0.0847. (7) The peptide sequence is VMPVHTLSI. The MHC is HLA-A24:02 with pseudo-sequence HLA-A24:02. The binding affinity (normalized) is 0.644.